From a dataset of Full USPTO retrosynthesis dataset with 1.9M reactions from patents (1976-2016). Predict the reactants needed to synthesize the given product. (1) Given the product [CH3:18][O:19][C:2](=[O:21])[CH2:1][C:4]1[CH:13]=[CH:12][CH:11]=[C:10]2[C:5]=1[CH:6]=[CH:7][N:8]=[CH:9]2, predict the reactants needed to synthesize it. The reactants are: [CH2:1]([C:4]1[CH:13]=[CH:12][CH:11]=[C:10]2[C:5]=1[CH:6]=[CH:7][N:8]=[CH:9]2)[CH:2]=C.O.CO.C(O)[CH2:18][OH:19].[O-:21][Mn](=O)(=O)=O.[K+]. (2) Given the product [Br:1][C:2]1[CH:7]=[CH:6][N:5]=[C:4]2[N:8]([S:21]([C:24]3[CH:25]=[CH:26][C:27]([CH3:28])=[CH:29][CH:30]=3)(=[O:23])=[O:22])[C:9]([C:11]3[CH:12]=[C:13]([S:17]([NH:20][CH2:78][CH2:79][CH2:80][OH:81])(=[O:19])=[O:18])[CH:14]=[CH:15][CH:16]=3)=[CH:10][C:3]=12, predict the reactants needed to synthesize it. The reactants are: [Br:1][C:2]1[CH:7]=[CH:6][N:5]=[C:4]2[N:8]([S:21]([C:24]3[CH:30]=[CH:29][C:27]([CH3:28])=[CH:26][CH:25]=3)(=[O:23])=[O:22])[C:9]([C:11]3[CH:12]=[C:13]([S:17]([NH2:20])(=[O:19])=[O:18])[CH:14]=[CH:15][CH:16]=3)=[CH:10][C:3]=12.C([Si](C(C)C)(C(C)C)N1C2C(=C(C3C=CN=C4N(COCC[Si](C)(C)C)C(C5C=C(S(N)(=O)=O)C=CC=5)=CC=34)C=CC=2)C=C1)(C)C.I[CH2:78][CH2:79][CH2:80][OH:81].C(=O)([O-])[O-].[K+].[K+].C(=O)([O-])[O-].[Cs+].[Cs+]. (3) Given the product [C:1]([O:5][C@@H:6]([C:12]1[C:13]([CH3:36])=[N:14][C:15]2[N:16]([N:19]=[C:20]([C:22](=[O:35])[NH:23][CH2:24][C:25](=[O:34])[CH2:26][C:27]3[CH:32]=[CH:31][C:30]([F:33])=[CH:29][CH:28]=3)[CH:21]=2)[C:17]=1[N:39]1[CH2:40][CH2:42][C:51]([OH:52])([CH3:50])[CH2:45][CH2:43]1)[C:7]([O:9][CH2:10][CH3:11])=[O:8])([CH3:4])([CH3:3])[CH3:2], predict the reactants needed to synthesize it. The reactants are: [C:1]([O:5][C@@H:6]([C:12]1[C:13]([CH3:36])=[N:14][C:15]2[N:16]([N:19]=[C:20]([C:22](=[O:35])[NH:23][CH2:24][C:25](=[O:34])[CH2:26][C:27]3[CH:32]=[CH:31][C:30]([F:33])=[CH:29][CH:28]=3)[CH:21]=2)[C:17]=1I)[C:7]([O:9][CH2:10][CH3:11])=[O:8])([CH3:4])([CH3:3])[CH3:2].CC[N:39]([CH:43]([CH3:45])C)[CH:40]([CH3:42])C.CN1[C:51](=[O:52])[CH2:50]CC1.